From a dataset of Reaction yield outcomes from USPTO patents with 853,638 reactions. Predict the reaction yield, written as a fraction of the theoretical maximum amount of product (1.0 means a 100% yield; for example, 0.34 means a 34% yield). (1) The reactants are [C:1]([O:5][C:6](=[O:19])[CH2:7][CH2:8][NH:9][CH2:10][CH2:11][C:12]([O:14][C:15]([CH3:18])([CH3:17])[CH3:16])=[O:13])([CH3:4])([CH3:3])[CH3:2].[C:20]([O:24][C:25]([NH:27][O:28][CH2:29][C:30](O)=[O:31])=[O:26])([CH3:23])([CH3:22])[CH3:21].ON1C2C=CC=CC=2N=N1.CCN(C(C)C)C(C)C.Cl.CN(C)CCCN=C=NCC. The catalyst is CN(C=O)C. The product is [C:1]([O:5][C:6](=[O:19])[CH2:7][CH2:8][N:9]([C:30](=[O:31])[CH2:29][O:28][NH:27][C:25]([O:24][C:20]([CH3:22])([CH3:21])[CH3:23])=[O:26])[CH2:10][CH2:11][C:12]([O:14][C:15]([CH3:18])([CH3:17])[CH3:16])=[O:13])([CH3:4])([CH3:3])[CH3:2]. The yield is 0.770. (2) The reactants are [C:1]([O:5][C:6]([NH:8][C:9](=[CH:14][C:15]1[CH:20]=[CH:19][C:18]([C:21]2[S:22][C:23]([C:26]3[CH:31]=[CH:30][C:29]([O:32][CH2:33][CH2:34][CH2:35][CH2:36][CH2:37][CH2:38][CH3:39])=[CH:28][CH:27]=3)=[CH:24][N:25]=2)=[CH:17][CH:16]=1)[C:10]([O:12][CH3:13])=[O:11])=[O:7])([CH3:4])([CH3:3])[CH3:2].[H][H]. The catalyst is O1CCOCC1.[Pd]. The product is [C:1]([O:5][C:6]([NH:8][CH:9]([CH2:14][C:15]1[CH:20]=[CH:19][C:18]([C:21]2[S:22][C:23]([C:26]3[CH:31]=[CH:30][C:29]([O:32][CH2:33][CH2:34][CH2:35][CH2:36][CH2:37][CH2:38][CH3:39])=[CH:28][CH:27]=3)=[CH:24][N:25]=2)=[CH:17][CH:16]=1)[C:10]([O:12][CH3:13])=[O:11])=[O:7])([CH3:2])([CH3:4])[CH3:3]. The yield is 0.290. (3) The reactants are [CH3:1][CH2:2][C@H:3]1[O:18][C:16](=[O:17])[C@H:15]([CH3:19])[C@@H:14]([O:20][C@@H]2O[C@@H](C)[C@H](O)[C@@](OC)(C)C2)[C@H:13]([CH3:32])[C@@H:12]([O:33][C@@H:34]2[O:39][C@H:38]([CH3:40])[CH2:37][C@H:36]([N:41](C)[CH3:42])[C@H:35]2[OH:44])[C@@:11]([OH:46])([CH3:45])[CH2:10][C@@H:9]([CH3:47])[CH2:8][N:7]([CH3:48])[C@H:6]([CH3:49])[C@@H:5]([OH:50])[C@@:4]1([OH:52])[CH3:51].C([O-])(=O)C.[Na+].II.[OH-].[Na+]. The catalyst is CO. The product is [CH2:2]([C@@H:3]1[C@:4]([OH:52])([CH3:51])[C@H:5]([OH:50])[C@@H:6]([CH3:49])[N:7]([CH3:48])[CH2:8][C@H:9]([CH3:47])[CH2:10][C@:11]([OH:46])([CH3:45])[C@H:12]([O:33][C@@H:34]2[C@H:35]([OH:44])[C@@H:36]([NH:41][CH3:42])[CH2:37][C@@H:38]([CH3:40])[O:39]2)[C@@H:13]([CH3:32])[C@H:14]([OH:20])[C@@H:15]([CH3:19])[C:16](=[O:17])[O:18]1)[CH3:1]. The yield is 0.900. (4) The reactants are [CH2:1]([C:3]1[C:12]2[C:7](=[CH:8][C:9]([O:15][CH3:16])=[C:10]([O:13][CH3:14])[CH:11]=2)[CH:6]=[C:5]([OH:17])[N:4]=1)[CH3:2].[ClH:18].[Cl:19][CH2:20][C:21]1[C:22]([NH:33][CH2:34][C:35]([F:38])([F:37])[F:36])=[N:23][C:24]2[C:29]([CH:30]=1)=[CH:28][C:27]([O:31][CH3:32])=[CH:26][CH:25]=2.[Li+].[OH-]. The catalyst is C1COCC1.C(Cl)Cl. The product is [ClH:19].[ClH:18].[CH2:1]([C:3]1[C:12]2[C:7](=[CH:8][C:9]([O:15][CH3:16])=[C:10]([O:13][CH3:14])[CH:11]=2)[C:6]([CH2:20][C:21]2[C:22]([NH:33][CH2:34][C:35]([F:38])([F:36])[F:37])=[N:23][C:24]3[C:29]([CH:30]=2)=[CH:28][C:27]([O:31][CH3:32])=[CH:26][CH:25]=3)=[C:5]([OH:17])[N:4]=1)[CH3:2]. The yield is 0.240.